Dataset: NCI-60 drug combinations with 297,098 pairs across 59 cell lines. Task: Regression. Given two drug SMILES strings and cell line genomic features, predict the synergy score measuring deviation from expected non-interaction effect. (1) Cell line: SK-OV-3. Drug 1: C1CC(CCC1OC2=C(C(=CC=C2)Cl)F)(CC3=NC(=CC=C3)NC4=NC=CS4)C(=O)O. Synergy scores: CSS=57.8, Synergy_ZIP=3.93, Synergy_Bliss=4.07, Synergy_Loewe=-3.97, Synergy_HSA=6.01. Drug 2: CC1=C(C(=CC=C1)Cl)NC(=O)C2=CN=C(S2)NC3=CC(=NC(=N3)C)N4CCN(CC4)CCO. (2) Drug 2: CN(CCCl)CCCl.Cl. Synergy scores: CSS=19.9, Synergy_ZIP=-6.67, Synergy_Bliss=-2.86, Synergy_Loewe=-0.748, Synergy_HSA=-1.34. Drug 1: C1=NC2=C(N=C(N=C2N1C3C(C(C(O3)CO)O)F)Cl)N. Cell line: UACC62. (3) Drug 1: CC1=C(C(CCC1)(C)C)C=CC(=CC=CC(=CC(=O)O)C)C. Drug 2: C1CN(P(=O)(OC1)NCCCl)CCCl. Cell line: K-562. Synergy scores: CSS=-3.10, Synergy_ZIP=-2.94, Synergy_Bliss=-5.02, Synergy_Loewe=-20.7, Synergy_HSA=-10.1. (4) Drug 1: C1CCC(C1)C(CC#N)N2C=C(C=N2)C3=C4C=CNC4=NC=N3. Drug 2: CC1CCCC2(C(O2)CC(NC(=O)CC(C(C(=O)C(C1O)C)(C)C)O)C(=CC3=CSC(=N3)C)C)C. Cell line: MOLT-4. Synergy scores: CSS=9.38, Synergy_ZIP=-2.38, Synergy_Bliss=3.77, Synergy_Loewe=4.16, Synergy_HSA=4.29. (5) Drug 1: C1CN1P(=S)(N2CC2)N3CC3. Drug 2: CC1=C(C(=CC=C1)Cl)NC(=O)C2=CN=C(S2)NC3=CC(=NC(=N3)C)N4CCN(CC4)CCO. Cell line: PC-3. Synergy scores: CSS=13.6, Synergy_ZIP=-4.30, Synergy_Bliss=0.277, Synergy_Loewe=-11.1, Synergy_HSA=1.77.